This data is from Full USPTO retrosynthesis dataset with 1.9M reactions from patents (1976-2016). The task is: Predict the reactants needed to synthesize the given product. (1) Given the product [Cl:8][C:5]1[N:6]=[CH:7][C:2]([C@H:29]([NH:28][C@@H:23]([CH2:24][CH:25]([CH3:27])[CH3:26])[CH2:22][OH:21])[C:30]([F:32])([F:31])[F:33])=[CH:3][CH:4]=1, predict the reactants needed to synthesize it. The reactants are: Br[C:2]1[CH:3]=[CH:4][C:5]([Cl:8])=[N:6][CH:7]=1.C([Li])CCC.[Si]([O:21][CH2:22][C@@H:23](/[N:28]=[CH:29]/[C:30]([F:33])([F:32])[F:31])[CH2:24][CH:25]([CH3:27])[CH3:26])(C(C)(C)C)(C)C. (2) Given the product [CH2:25]([N:32]1[CH2:37][CH2:36][N:35]([C:19]([C:11]2[N:10]=[CH:9][N:8]([C@@H:3]3[CH2:4][CH2:5][CH2:6][CH2:7][C@:2]3([CH2:22][O:23][CH3:24])[OH:1])[C:12]=2[C:13]2[CH:14]=[CH:15][CH:16]=[CH:17][CH:18]=2)=[O:21])[C@H:34]([CH2:38][OH:39])[CH2:33]1)[C:26]1[CH:27]=[CH:28][CH:29]=[CH:30][CH:31]=1, predict the reactants needed to synthesize it. The reactants are: [OH:1][C@@:2]1([CH2:22][O:23][CH3:24])[CH2:7][CH2:6][CH2:5][CH2:4][C@H:3]1[N:8]1[C:12]([C:13]2[CH:18]=[CH:17][CH:16]=[CH:15][CH:14]=2)=[C:11]([C:19]([OH:21])=O)[N:10]=[CH:9]1.[CH2:25]([N:32]1[CH2:37][CH2:36][NH:35][C@H:34]([CH2:38][OH:39])[CH2:33]1)[C:26]1[CH:31]=[CH:30][CH:29]=[CH:28][CH:27]=1.CCN=C=NCCCN(C)C.Cl.C1C=CC2N(O)N=NC=2C=1. (3) Given the product [O:3]1[C:4]2[CH:9]=[C:8]([C:10]([NH:13][C@H:14]([CH:19]([CH3:21])[CH3:20])[C:15]([O:17][CH3:18])=[O:16])=[O:12])[CH:7]=[CH:6][C:5]=2[O:1][CH2:2]1, predict the reactants needed to synthesize it. The reactants are: [O:1]1[C:5]2[CH:6]=[CH:7][C:8]([C:10]([OH:12])=O)=[CH:9][C:4]=2[O:3][CH2:2]1.[NH2:13][C@H:14]([CH:19]([CH3:21])[CH3:20])[C:15]([O:17][CH3:18])=[O:16]. (4) Given the product [Br:1][C:2]1[C:3]([NH:14][C:13]2[CH:15]=[CH:16][CH:17]=[CH:18][C:12]=2[O:11][CH3:10])=[N:4][C:5]([Cl:8])=[N:6][CH:7]=1, predict the reactants needed to synthesize it. The reactants are: [Br:1][C:2]1[C:3](Cl)=[N:4][C:5]([Cl:8])=[N:6][CH:7]=1.[CH3:10][O:11][C:12]1[CH:18]=[CH:17][CH:16]=[CH:15][C:13]=1[NH2:14].C(N(C(C)C)CC)(C)C.O. (5) Given the product [CH3:13][O:14][C:15]1[CH:16]=[C:17]([CH:18]=[CH:19][CH:20]=1)[CH2:21][NH:22][C:2]([NH:1][C:4]1[CH:12]=[CH:11][C:7]2[NH:8][CH:9]=[N:10][C:6]=2[CH:5]=1)=[S:3], predict the reactants needed to synthesize it. The reactants are: [N:1]([C:4]1[CH:12]=[CH:11][C:7]2[NH:8][CH:9]=[N:10][C:6]=2[CH:5]=1)=[C:2]=[S:3].[CH3:13][O:14][C:15]1[CH:16]=[C:17]([CH2:21][NH2:22])[CH:18]=[CH:19][CH:20]=1. (6) Given the product [F:11][C:12]1[C:17]([F:18])=[CH:16][CH:15]=[CH:14][C:13]=1[C:2]1[CH:7]=[CH:6][CH:5]=[CH:4][C:3]=1[CH2:8][C:9]#[N:10], predict the reactants needed to synthesize it. The reactants are: I[C:2]1[CH:7]=[CH:6][CH:5]=[CH:4][C:3]=1[CH2:8][C:9]#[N:10].[F:11][C:12]1[C:17]([F:18])=[CH:16][CH:15]=[CH:14][C:13]=1B(O)O.C([O-])([O-])=O.[Cs+].[Cs+]. (7) Given the product [Cl:1][C:2]1[CH:6]=[C:5]([C:7]([NH:8][C:9]2[C:10]([C:11]([NH2:34])=[O:13])=[CH:14][C:15]([C:19]#[N:20])=[CH:16][C:17]=2[CH3:18])=[O:12])[N:4]([C:21]2[C:26]([Cl:27])=[CH:25][CH:24]=[CH:23][N:22]=2)[N:3]=1, predict the reactants needed to synthesize it. The reactants are: [Cl:1][C:2]1[CH:6]=[C:5]([C:7]2[O:12][C:11](=[O:13])[C:10]3[CH:14]=[C:15]([C:19]#[N:20])[CH:16]=[C:17]([CH3:18])[C:9]=3[N:8]=2)[N:4]([C:21]2[C:26]([Cl:27])=[CH:25][CH:24]=[CH:23][N:22]=2)[N:3]=1.O1CCCC1.[OH-].[NH4+:34]. (8) Given the product [CH2:14]([N:11]1[C:6]2=[N:7][C:8]([CH2:9][CH3:10])=[C:3]([CH2:2][NH:1][C:30]([C:29]3[CH:28]=[C:27]([CH:35]=[CH:34][CH:33]=3)[C:25]([O:24][CH3:23])=[O:26])=[O:31])[C:4]([NH:16][CH:17]3[CH2:18][CH2:19][O:20][CH2:21][CH2:22]3)=[C:5]2[CH:13]=[N:12]1)[CH3:15], predict the reactants needed to synthesize it. The reactants are: [NH2:1][CH2:2][C:3]1[C:8]([CH2:9][CH3:10])=[N:7][C:6]2[N:11]([CH2:14][CH3:15])[N:12]=[CH:13][C:5]=2[C:4]=1[NH:16][CH:17]1[CH2:22][CH2:21][O:20][CH2:19][CH2:18]1.[CH3:23][O:24][C:25]([C:27]1[CH:28]=[C:29]([CH:33]=[CH:34][CH:35]=1)[C:30](O)=[O:31])=[O:26].CN(C(ON1N=NC2C=CC=CC1=2)=[N+](C)C)C.F[P-](F)(F)(F)(F)F.CCN(CC)CC. (9) Given the product [C:18]1([C:21]2[CH:22]=[CH:23][CH:24]=[CH:25][CH:26]=2)[CH:17]=[CH:16][C:15]([CH2:14][C@@H:13]([NH:27][C:38](=[O:39])[C@@H:34]([O:33][C:30](=[O:32])[CH3:31])[C@H:35]([O:41][C:42](=[O:44])[CH3:43])[C:36]([OH:37])=[O:40])[CH2:12][C@@H:11]([CH3:28])[C:10]([OH:29])=[O:9])=[CH:20][CH:19]=1, predict the reactants needed to synthesize it. The reactants are: Cl.C([O:9][C:10](=[O:29])[C@H:11]([CH3:28])[CH2:12][C@H:13]([NH2:27])[CH2:14][C:15]1[CH:20]=[CH:19][C:18]([C:21]2[CH:26]=[CH:25][CH:24]=[CH:23][CH:22]=2)=[CH:17][CH:16]=1)C1C=CC=CC=1.[C:30]([O:33][C@@H:34]1[C:38](=[O:39])[O:37][C:36](=[O:40])[C@H:35]1[O:41][C:42](=[O:44])[CH3:43])(=[O:32])[CH3:31].C(Cl)Cl.N1C=CC=CC=1.CO. (10) Given the product [Br:22][C:23]1[CH:24]=[N:25][C:26]([C:10]2[CH:11]=[CH:12][C:5]([O:4][CH:2]([CH3:1])[CH3:3])=[C:6]([CH:9]=2)[C:7]#[N:8])=[N:27][CH:28]=1, predict the reactants needed to synthesize it. The reactants are: [CH3:1][CH:2]([O:4][C:5]1[CH:12]=[CH:11][C:10](B2OC(C)(C)C(C)(C)O2)=[CH:9][C:6]=1[C:7]#[N:8])[CH3:3].[Br:22][C:23]1[CH:24]=[N:25][C:26](I)=[N:27][CH:28]=1.C([O-])([O-])=O.[Na+].[Na+].